This data is from Forward reaction prediction with 1.9M reactions from USPTO patents (1976-2016). The task is: Predict the product of the given reaction. (1) Given the reactants [CH:1]1[CH:6]=[C:5]([CH2:7][C:8]([O-:10])=[O:9])[C:4]([NH:11][C:12]2[C:17]([Cl:18])=[CH:16][CH:15]=[CH:14][C:13]=2[Cl:19])=[CH:3][CH:2]=1.[Na+:20].[NH:21]1[CH:25]=[CH:24][N:23]=[CH:22]1.[CH:26]1[N:30]([CH2:31][O:32][CH2:33][CH2:34][OH:35])[C:29]2[N:36]=[C:37]([NH2:41])[N:38]=[C:39]([OH:40])[C:28]=2[N:27]=1, predict the reaction product. The product is: [CH:26]1[N:30]([CH2:31][O:32][CH2:33][CH2:34][OH:35])[C:29]2[N:36]=[C:37]([NH2:41])[N:38]=[C:39]([OH:40])[C:28]=2[N:27]=1.[NH:21]1[CH:25]=[CH:24][N:23]=[CH:22]1.[CH:1]1[CH:6]=[C:5]([CH2:7][C:8]([O-:10])=[O:9])[C:4]([NH:11][C:12]2[C:13]([Cl:19])=[CH:14][CH:15]=[CH:16][C:17]=2[Cl:18])=[CH:3][CH:2]=1.[Na+:20]. (2) Given the reactants [CH3:1][CH:2]([CH2:6][O:7][Si](C(C)C)(C(C)C)C(C)C)[C:3]([OH:5])=O.CN(C(ON1N=NC2C=CC=NC1=2)=[N+](C)C)C.F[P-](F)(F)(F)(F)F.CCN(C(C)C)C(C)C.[CH3:51][N:52]1[C:61]2[C:56](=[CH:57][N:58]=[C:59]([CH3:62])[CH:60]=2)[CH:55]=[C:54]([C:63]2[CH:64]=[C:65]([NH:70]/[C:71](/[NH2:74])=[N:72]/O)[CH:66]=[CH:67][C:68]=2[CH3:69])[C:53]1=[O:75].CCCC[N+](CCCC)(CCCC)CCCC.[F-], predict the reaction product. The product is: [OH:7][CH2:6][CH:2]([C:3]1[O:5][N:72]=[C:71]([NH:70][C:65]2[CH:66]=[CH:67][C:68]([CH3:69])=[C:63]([C:54]3[C:53](=[O:75])[N:52]([CH3:51])[C:61]4[C:56]([CH:55]=3)=[CH:57][N:58]=[C:59]([CH3:62])[CH:60]=4)[CH:64]=2)[N:74]=1)[CH3:1]. (3) The product is: [NH2:1][C:2]1[C:11]([F:12])=[C:10]([NH:13][CH2:14][CH2:15][NH:16][C:17]2[CH:22]=[CH:21][CH:20]=[CH:19][N:18]=2)[C:9]([F:23])=[C:8]2[C:3]=1[C:4](=[O:30])[CH:5]=[CH:6][N:7]2[CH:24]1[CH2:25][CH2:26]1. Given the reactants [NH2:1][C:2]1[C:11]([F:12])=[C:10]([NH:13][CH2:14][CH2:15][NH:16][C:17]2[CH:22]=[CH:21][CH:20]=[CH:19][N:18]=2)[C:9]([F:23])=[C:8]2[C:3]=1[C:4](=[O:30])[C:5](C(O)=O)=[CH:6][N:7]2[CH:24]1[CH2:26][CH2:25]1.[C-]#N.[Na+], predict the reaction product. (4) Given the reactants Br[CH2:2][CH2:3][CH2:4][CH2:5][C:6]([O:8][CH2:9][C:10]1[CH:15]=[CH:14][CH:13]=[CH:12][CH:11]=1)=[O:7].[C:16]([NH:26][CH2:27][C:28](=[O:34])[CH2:29][CH2:30][C:31]([O-:33])=[O:32])([O:18][CH2:19][C:20]1[CH:25]=[CH:24][CH:23]=[CH:22][CH:21]=1)=[O:17].[Cs+], predict the reaction product. The product is: [C:16]([NH:26][CH2:27][C:28](=[O:34])[CH2:29][CH2:30][C:31]([O:33][CH2:2][CH2:3][CH2:4][CH2:5][C:6]([O:8][CH2:9][C:10]1[CH:15]=[CH:14][CH:13]=[CH:12][CH:11]=1)=[O:7])=[O:32])([O:18][CH2:19][C:20]1[CH:25]=[CH:24][CH:23]=[CH:22][CH:21]=1)=[O:17]. (5) The product is: [Cl:16][C:3]1[CH:2]([CH3:1])[CH2:6][N:5]([C:7]2[CH:8]=[N:9][CH:10]=[CH:11][CH:12]=2)[N:4]=1. Given the reactants [CH3:1][CH:2]1[CH2:6][N:5]([C:7]2[CH:8]=[N:9][CH:10]=[CH:11][CH:12]=2)[NH:4][C:3]1=O.P(Cl)(Cl)([Cl:16])=O, predict the reaction product. (6) The product is: [C:9]1([S:15]([O:6][C:3]([CH2:7][F:8])([C:4]#[CH:5])[CH2:2][F:1])(=[O:17])=[O:16])[CH:14]=[CH:13][CH:12]=[CH:11][CH:10]=1. Given the reactants [F:1][CH2:2][C:3]([CH2:7][F:8])([OH:6])[C:4]#[CH:5].[C:9]1([S:15](Cl)(=[O:17])=[O:16])[CH:14]=[CH:13][CH:12]=[CH:11][CH:10]=1.[H-].[Na+].CCCCCC.CCOCC, predict the reaction product. (7) Given the reactants O[CH:2]1[CH:7]2[CH2:8][CH:4]([CH2:5][CH:6]2[C:9]([O:11][CH3:12])=[O:10])[CH2:3]1.[C:13]([O:17][C:18]([NH:20][C:21](=[O:27])[C:22]([O:24][CH2:25][CH3:26])=[O:23])=[O:19])([CH3:16])([CH3:15])[CH3:14].C1(P(C2C=CC=CC=2)C2C=CC=CC=2)C=CC=CC=1.N(C(OC(C)C)=O)=NC(OC(C)C)=O, predict the reaction product. The product is: [C:13]([O:17][C:18]([N:20]([CH:2]1[CH:7]2[CH2:8][CH:4]([CH2:5][CH:6]2[C:9]([O:11][CH3:12])=[O:10])[CH2:3]1)[C:21](=[O:27])[C:22]([O:24][CH2:25][CH3:26])=[O:23])=[O:19])([CH3:16])([CH3:15])[CH3:14]. (8) Given the reactants Cl[C:2]1[C:8]2[CH:9]=[CH:10][CH:11]=[CH:12][C:7]=2[S:6][C:5]2[CH:13]=[CH:14][CH:15]=[CH:16][C:4]=2[N:3]=1.[CH2:17]([C@@H:24]1[CH2:29][NH:28][CH2:27][CH2:26][NH:25]1)[C:18]1[CH:23]=[CH:22][CH:21]=[CH:20][CH:19]=1, predict the reaction product. The product is: [CH2:17]([C@H:24]1[NH:25][CH2:26][CH2:27][N:28]([C:2]2[C:8]3[CH:9]=[CH:10][CH:11]=[CH:12][C:7]=3[S:6][C:5]3[CH:13]=[CH:14][CH:15]=[CH:16][C:4]=3[N:3]=2)[CH2:29]1)[C:18]1[CH:19]=[CH:20][CH:21]=[CH:22][CH:23]=1.